From a dataset of Reaction yield outcomes from USPTO patents with 853,638 reactions. Predict the reaction yield, written as a fraction of the theoretical maximum amount of product (1.0 means a 100% yield; for example, 0.34 means a 34% yield). (1) The reactants are [F:1][C:2]1[CH:7]=[CH:6][CH:5]=[CH:4][C:3]=1[C:8]1[NH:12][CH:11]=[C:10]([CH:13]=[O:14])[CH:9]=1.[H-].[Na+].C1OCCOCCOCCOCCOC1.[Cl:32][C:33]1[N:38]=[CH:37][C:36]([S:39](Cl)(=[O:41])=[O:40])=[CH:35][CH:34]=1. The catalyst is O1CCCC1.O. The product is [Cl:32][C:33]1[N:38]=[CH:37][C:36]([S:39]([N:12]2[C:8]([C:3]3[CH:4]=[CH:5][CH:6]=[CH:7][C:2]=3[F:1])=[CH:9][C:10]([CH:13]=[O:14])=[CH:11]2)(=[O:41])=[O:40])=[CH:35][CH:34]=1. The yield is 0.660. (2) The catalyst is O.O1CCOCC1. The reactants are [NH:1]1[CH2:9][CH2:8][CH:4]([C:5]([OH:7])=[O:6])[CH2:3][CH2:2]1.C(=O)([O-])[O-].[Na+].[Na+].[C:16](O[C:16]([O:18][C:19]([CH3:22])([CH3:21])[CH3:20])=[O:17])([O:18][C:19]([CH3:22])([CH3:21])[CH3:20])=[O:17]. The product is [C:16]([N:1]1[CH2:9][CH2:8][CH:4]([C:5]([OH:7])=[O:6])[CH2:3][CH2:2]1)([O:18][C:19]([CH3:22])([CH3:21])[CH3:20])=[O:17]. The yield is 0.540. (3) No catalyst specified. The reactants are [OH:1][C:2]1[CH:7]=[C:6]([OH:8])[CH:5]=[CH:4][N:3]=1.[N+:9]([O-])([OH:11])=[O:10]. The product is [N+:9]([C:7]1[C:2]([OH:1])=[N:3][CH:4]=[CH:5][C:6]=1[OH:8])([O-:11])=[O:10]. The yield is 0.920.